Dataset: Catalyst prediction with 721,799 reactions and 888 catalyst types from USPTO. Task: Predict which catalyst facilitates the given reaction. (1) Reactant: C(N(CC)CC)C.[C:8]([O:11][CH2:12][CH2:13][CH2:14][C:15]1[CH:16]=[C:17]2[C:21](=[CH:22][CH:23]=1)[N:20](C(OC(C)(C)C)=O)[CH:19]=[C:18]2[CH:31]=[O:32])(=[O:10])[CH3:9].[CH:33](=[N:40][C:41]1[CH:42]=[N:43][CH:44]=[C:45]([O:47][CH3:48])[CH:46]=1)[C:34]1[CH:39]=[CH:38][CH:37]=[CH:36][CH:35]=1. Product: [C:8]([O:11][CH2:12][CH2:13][CH2:14][C:15]1[CH:16]=[C:17]2[C:21](=[CH:22][CH:23]=1)[NH:20][CH:19]=[C:18]2[C:31](=[O:32])[CH:33]([NH:40][C:41]1[CH:42]=[N:43][CH:44]=[C:45]([O:47][CH3:48])[CH:46]=1)[C:34]1[CH:35]=[CH:36][CH:37]=[CH:38][CH:39]=1)(=[O:10])[CH3:9]. The catalyst class is: 433. (2) Reactant: Br[C:2]1[CH:7]=[CH:6][C:5]([C@H:8]2[N:16]3[C@@H:11]([CH2:12][CH2:13][CH2:14][CH2:15]3)[CH2:10][CH2:9]2)=[CH:4][CH:3]=1.[CH:17]([C:19]1[CH:24]=[CH:23][N:22]=[CH:21][CH:20]=1)=[CH2:18].C1(C)C=CC=CC=1P(C1C=CC=CC=1C)C1C=CC=CC=1C.C(N(CC)CC)C. Product: [N:22]1[CH:23]=[CH:24][C:19]([CH:17]=[CH:18][C:2]2[CH:7]=[CH:6][C:5]([C@H:8]3[N:16]4[C@@H:11]([CH2:12][CH2:13][CH2:14][CH2:15]4)[CH2:10][CH2:9]3)=[CH:4][CH:3]=2)=[CH:20][CH:21]=1. The catalyst class is: 524. (3) Product: [CH2:1]([O:6][CH2:7][CH2:8][O:9][C:26]1[CH:34]=[CH:33][C:29]([C:30]([OH:32])=[O:31])=[CH:28][C:27]=1[C:35]([F:36])([F:38])[F:37])[CH2:2][CH2:3][CH2:4][CH3:5]. The catalyst class is: 6. Reactant: [CH2:1]([O:6][CH2:7][CH2:8][OH:9])[CH2:2][CH2:3][CH2:4][CH3:5].C(OC(C)(C)C)(C)(C)C.[K].C1COCC1.F[C:26]1[CH:34]=[CH:33][C:29]([C:30]([OH:32])=[O:31])=[CH:28][C:27]=1[C:35]([F:38])([F:37])[F:36]. (4) Reactant: [F:1][C:2]1[CH:3]=[CH:4][C:5]([N+:9]([O-:11])=[O:10])=[C:6]([OH:8])[CH:7]=1.[C:12](=O)([O-])[O-].[K+].[K+].IC. Product: [F:1][C:2]1[CH:3]=[CH:4][C:5]([N+:9]([O-:11])=[O:10])=[C:6]([O:8][CH3:12])[CH:7]=1. The catalyst class is: 3. (5) Reactant: [CH3:1][N:2]1[C:10]2[C:5](=[CH:6][C:7]([O:11][CH2:12][CH2:13]OS(C3C=CC(C)=CC=3)(=O)=O)=[CH:8][CH:9]=2)[C:4]([S:25]([C:28]2[C:37]3[C:32](=[CH:33][CH:34]=[CH:35][CH:36]=3)[CH:31]=[CH:30][CH:29]=2)(=[O:27])=[O:26])=[N:3]1.[CH:38]([NH2:41])([CH3:40])[CH3:39]. Product: [CH:38]([NH:41][CH2:13][CH2:12][O:11][C:7]1[CH:6]=[C:5]2[C:10](=[CH:9][CH:8]=1)[N:2]([CH3:1])[N:3]=[C:4]2[S:25]([C:28]1[C:37]2[C:32](=[CH:33][CH:34]=[CH:35][CH:36]=2)[CH:31]=[CH:30][CH:29]=1)(=[O:26])=[O:27])([CH3:40])[CH3:39]. The catalyst class is: 1.